This data is from Forward reaction prediction with 1.9M reactions from USPTO patents (1976-2016). The task is: Predict the product of the given reaction. (1) The product is: [OH:8][N:9]1[C:14]2[N:15]=[CH:16][N:17]=[C:18]([CH3:19])[C:13]=2[C:12]([NH:20][CH2:21][C:22]2[CH:23]=[N:24][C:25]([N:28]3[CH2:29][CH2:30][CH2:31][CH2:32][CH2:33]3)=[CH:26][CH:27]=2)=[CH:11][C:10]1=[O:34]. Given the reactants C([O:8][N:9]1[C:14]2[N:15]=[CH:16][N:17]=[C:18]([CH3:19])[C:13]=2[C:12]([NH:20][CH2:21][C:22]2[CH:23]=[N:24][C:25]([N:28]3[CH2:33][CH2:32][CH2:31][CH2:30][CH2:29]3)=[CH:26][CH:27]=2)=[CH:11][C:10]1=[O:34])C1C=CC=CC=1.CO.[H][H], predict the reaction product. (2) Given the reactants F[C:2]1[CH:3]=[C:4]([CH:18]=[CH:19][C:20]=1[N+:21]([O-:23])=[O:22])[C:5]([N:7]([CH2:13][CH2:14][CH:15]([CH3:17])[CH3:16])[CH2:8][CH2:9][CH:10]([CH3:12])[CH3:11])=[O:6].[NH2:24][CH2:25][CH2:26][CH:27]1[O:31][CH2:30][CH2:29][O:28]1.C(=O)([O-])[O-].[K+].[K+], predict the reaction product. The product is: [O:28]1[CH2:29][CH2:30][O:31][CH:27]1[CH2:26][CH2:25][NH:24][C:2]1[CH:3]=[C:4]([CH:18]=[CH:19][C:20]=1[N+:21]([O-:23])=[O:22])[C:5]([N:7]([CH2:13][CH2:14][CH:15]([CH3:17])[CH3:16])[CH2:8][CH2:9][CH:10]([CH3:12])[CH3:11])=[O:6].